Task: Predict the product of the given reaction.. Dataset: Forward reaction prediction with 1.9M reactions from USPTO patents (1976-2016) Given the reactants [Br:1][C:2]1[C:7]([O:8][CH3:9])=[CH:6][CH:5]=[C:4]([CH3:10])[N+:3]=1[O-:11].[N+:12]([O-])([OH:14])=[O:13].[OH-].[Na+], predict the reaction product. The product is: [Br:1][C:2]1[C:7]([O:8][CH3:9])=[C:6]([N+:12]([O-:14])=[O:13])[CH:5]=[C:4]([CH3:10])[N+:3]=1[O-:11].